This data is from Forward reaction prediction with 1.9M reactions from USPTO patents (1976-2016). The task is: Predict the product of the given reaction. (1) Given the reactants [F:1][C:2]1[CH:3]=[C:4]([CH:9]([OH:13])[C:10]([OH:12])=O)[CH:5]=[CH:6][C:7]=1[F:8].[NH2:14][CH2:15][CH2:16][CH2:17][N:18]1[CH2:23][CH2:22][CH:21]([C:24]2[CH:25]=[C:26]([NH:31][C:32](=[O:36])[CH:33]([CH3:35])[CH3:34])[CH:27]=[CH:28][C:29]=2[CH3:30])[CH2:20][CH2:19]1, predict the reaction product. The product is: [F:1][C:2]1[CH:3]=[C:4]([CH:9]([OH:13])[C:10]([NH:14][CH2:15][CH2:16][CH2:17][N:18]2[CH2:23][CH2:22][CH:21]([C:24]3[CH:25]=[C:26]([NH:31][C:32](=[O:36])[CH:33]([CH3:34])[CH3:35])[CH:27]=[CH:28][C:29]=3[CH3:30])[CH2:20][CH2:19]2)=[O:12])[CH:5]=[CH:6][C:7]=1[F:8]. (2) Given the reactants [OH:1][C:2]1[CH:23]=[CH:22][CH:21]=[CH:20][C:3]=1[C:4]([NH:6][C:7]1[CH:8]=[C:9]2[C:13](=[CH:14][CH:15]=1)[N:12]([CH3:16])[C:11]([C:17]([OH:19])=O)=[CH:10]2)=[O:5].C1CN([P+](Br)(N2CCCC2)N2CCCC2)CC1.F[P-](F)(F)(F)(F)F.[CH2:48]([N:55]([CH3:66])[C:56](=[O:65])[C@H:57]([C:59]1[CH:64]=[CH:63][CH:62]=[CH:61][CH:60]=1)[NH2:58])[C:49]1[CH:54]=[CH:53][CH:52]=[CH:51][CH:50]=1.C(N(C(C)C)CC)(C)C, predict the reaction product. The product is: [CH2:48]([N:55]([CH3:66])[C:56](=[O:65])[C@@H:57]([NH:58][C:17]([C:11]1[N:12]([CH3:16])[C:13]2[C:9]([CH:10]=1)=[CH:8][C:7]([NH:6][C:4](=[O:5])[C:3]1[CH:20]=[CH:21][CH:22]=[CH:23][C:2]=1[OH:1])=[CH:15][CH:14]=2)=[O:19])[C:59]1[CH:60]=[CH:61][CH:62]=[CH:63][CH:64]=1)[C:49]1[CH:50]=[CH:51][CH:52]=[CH:53][CH:54]=1. (3) Given the reactants [C:1]([O:5][C:6]([N:8]1[C:16]2[C:11](=[CH:12][CH:13]=[C:14]([F:17])[CH:15]=2)[C:10]([C:18]2[CH:27]=[CH:26][C:21]3[NH:22][C:23](=[O:25])[O:24][C:20]=3[CH:19]=2)=[CH:9]1)=[O:7])([CH3:4])([CH3:3])[CH3:2].[C:28]([O:32][C:33]([N:35]1[CH2:40][CH2:39][CH:38](O)[CH2:37][CH2:36]1)=[O:34])([CH3:31])([CH3:30])[CH3:29].C1C=CC(P(C2C=CC=CC=2)C2C=CC=CC=2)=CC=1.CC(OC(/N=N/C(OC(C)C)=O)=O)C, predict the reaction product. The product is: [C:28]([O:32][C:33]([N:35]1[CH2:40][CH2:39][CH:38]([N:22]2[C:21]3[CH:26]=[CH:27][C:18]([C:10]4[C:11]5[C:16](=[CH:15][C:14]([F:17])=[CH:13][CH:12]=5)[N:8]([C:6]([O:5][C:1]([CH3:4])([CH3:2])[CH3:3])=[O:7])[CH:9]=4)=[CH:19][C:20]=3[O:24][C:23]2=[O:25])[CH2:37][CH2:36]1)=[O:34])([CH3:31])([CH3:29])[CH3:30]. (4) Given the reactants [CH2:1]([N:8]1[CH2:28][CH2:27][C:11]2[N:12]=[C:13](Cl)[N:14]=[C:15]([N:16]3[CH2:21][CH2:20][N:19]([C:22](=[O:24])[CH3:23])[CH2:18][C@H:17]3[CH3:25])[C:10]=2[CH2:9]1)[C:2]1[CH:7]=[CH:6][CH:5]=[CH:4][CH:3]=1.[CH3:29][C:30]1[C:38]2[C:33](=[CH:34][CH:35]=[CH:36][C:37]=2B2OC(C)(C)C(C)(C)O2)[N:32]([S:48]([C:51]2[CH:57]=[CH:56][C:54]([CH3:55])=[CH:53][CH:52]=2)(=[O:50])=[O:49])[CH:31]=1.C([O-])([O-])=O.[Na+].[Na+], predict the reaction product. The product is: [CH2:1]([N:8]1[CH2:28][CH2:27][C:11]2[N:12]=[C:13]([C:37]3[CH:36]=[CH:35][CH:34]=[C:33]4[C:38]=3[C:30]([CH3:29])=[CH:31][N:32]4[S:48]([C:51]3[CH:57]=[CH:56][C:54]([CH3:55])=[CH:53][CH:52]=3)(=[O:50])=[O:49])[N:14]=[C:15]([N:16]3[CH2:21][CH2:20][N:19]([C:22](=[O:24])[CH3:23])[CH2:18][C@H:17]3[CH3:25])[C:10]=2[CH2:9]1)[C:2]1[CH:7]=[CH:6][CH:5]=[CH:4][CH:3]=1.